Dataset: Reaction yield outcomes from USPTO patents with 853,638 reactions. Task: Predict the reaction yield, written as a fraction of the theoretical maximum amount of product (1.0 means a 100% yield; for example, 0.34 means a 34% yield). (1) The yield is 0.900. The catalyst is O. The product is [NH2:9][C:10]1[C:2]([Br:1])=[C:3]([F:13])[CH:4]=[CH:5][C:6]=1[C:7]([OH:12])=[O:14]. The reactants are [Br:1][C:2]1[C:3]([F:13])=[CH:4][CH:5]=[C:6]2[C:10]=1[NH:9]C(=O)[C:7]2=[O:12].[OH-:14].[Na+].OO.Cl. (2) The reactants are [Cl:1][C:2]1[CH:7]=[C:6]([C:8]2[CH2:12][CH2:11][CH2:10][CH:9]=2)[N:5]=[C:4]2[CH2:13][CH2:14][CH2:15][C:3]=12.[NH2:16][C:17]1[CH:22]=[CH:21][C:20]([CH2:23][CH2:24][OH:25])=[CH:19][CH:18]=1. No catalyst specified. The product is [ClH:1].[C:8]1([C:6]2[N:5]=[C:4]3[CH2:13][CH2:14][CH2:15][C:3]3=[C:2]([NH:16][C:17]3[CH:22]=[CH:21][C:20]([CH2:23][CH2:24][OH:25])=[CH:19][CH:18]=3)[CH:7]=2)[CH2:12][CH2:11][CH2:10][CH:9]=1. The yield is 0.790. (3) The reactants are [Cl:1][C:2]1[C:3]([CH3:36])=[N:4][O:5][C:6]=1[N:7]([CH2:30][O:31][CH2:32][CH2:33][O:34][CH3:35])[S:8]([C:11]1[C:19]2[C:14](=[N:15][CH:16]=[CH:17][CH:18]=2)[S:13][C:12]=1[CH:20](O)[C:21]1[CH:26]=[CH:25][C:24]([CH3:27])=[CH:23][C:22]=1[CH3:28])(=[O:10])=[O:9].C([SiH](CC)CC)C.B(F)(F)F.CCOCC. The catalyst is C(Cl)Cl. The product is [Cl:1][C:2]1[C:3]([CH3:36])=[N:4][O:5][C:6]=1[N:7]([CH2:30][O:31][CH2:32][CH2:33][O:34][CH3:35])[S:8]([C:11]1[C:19]2[C:14](=[N:15][CH:16]=[CH:17][CH:18]=2)[S:13][C:12]=1[CH2:20][C:21]1[CH:26]=[CH:25][C:24]([CH3:27])=[CH:23][C:22]=1[CH3:28])(=[O:9])=[O:10]. The yield is 0.530. (4) The reactants are [F:1][C:2]1[C:3]([CH2:24][N:25](C)[C:26](=O)OC(C)(C)C)=[CH:4][N:5]([S:14]([C:17]2[CH:18]=[N:19][CH:20]=[CH:21][C:22]=2[CH3:23])(=[O:16])=[O:15])[C:6]=1[C:7]1[C:8]([F:13])=[N:9][CH:10]=[CH:11][CH:12]=1.C(OCC)(=O)C.Cl. The yield is 0.970. The catalyst is C(OCC)(=O)C.CC(O)C. The product is [F:1][C:2]1[C:3]([CH2:24][NH:25][CH3:26])=[CH:4][N:5]([S:14]([C:17]2[CH:18]=[N:19][CH:20]=[CH:21][C:22]=2[CH3:23])(=[O:16])=[O:15])[C:6]=1[C:7]1[C:8]([F:13])=[N:9][CH:10]=[CH:11][CH:12]=1. (5) The reactants are C(OC([NH:11][C:12]1[C:21]2[C:16](=[CH:17][CH:18]=[CH:19][CH:20]=2)[C:15]([CH2:22][CH2:23][Cl:24])=[C:14]([NH:25][C:26]([C:28]2[NH:29][C:30]3[C:35]([CH:36]=2)=[CH:34][C:33]([O:37][CH3:38])=[CH:32][CH:31]=3)=[O:27])[CH:13]=1)=O)C1C=CC=CC=1. The catalyst is C1COCC1.[Pd]. The product is [Cl:24][CH2:23][CH2:22][C:15]1[C:16]2[C:21](=[CH:20][CH:19]=[CH:18][CH:17]=2)[C:12]([NH2:11])=[CH:13][C:14]=1[NH:25][C:26]([C:28]1[NH:29][C:30]2[C:35]([CH:36]=1)=[CH:34][C:33]([O:37][CH3:38])=[CH:32][CH:31]=2)=[O:27]. The yield is 0.780.